From a dataset of Full USPTO retrosynthesis dataset with 1.9M reactions from patents (1976-2016). Predict the reactants needed to synthesize the given product. (1) The reactants are: FC(F)(F)C(O)=O.COC1C=CC(C[O:15][C:16]2[N:21]=[C:20]([C:22]3[CH:35]=[CH:34][CH:33]=[C:32]4[C:23]=3[S:24][C:25]3[CH:26]=[CH:27][C:28]([NH:36][CH:37]([C:46]5[CH:51]=[N:50][C:49]([CH3:52])=[CH:48][N:47]=5)[CH2:38][CH2:39][N:40]5[CH2:45][CH2:44][O:43][CH2:42][CH2:41]5)=[CH:29][C:30]=3[S:31]4)[CH:19]=[C:18]([N:53]3[CH2:58][CH2:57][O:56][CH2:55][CH2:54]3)[CH:17]=2)=CC=1. Given the product [CH3:52][C:49]1[N:50]=[CH:51][C:46]([CH:37]([NH:36][C:28]2[CH:29]=[C:30]3[C:25](=[CH:26][CH:27]=2)[S:24][C:23]2[C:22]([C:20]4[NH:21][C:16](=[O:15])[CH:17]=[C:18]([N:53]5[CH2:54][CH2:55][O:56][CH2:57][CH2:58]5)[CH:19]=4)=[CH:35][CH:34]=[CH:33][C:32]=2[S:31]3)[CH2:38][CH2:39][N:40]2[CH2:41][CH2:42][O:43][CH2:44][CH2:45]2)=[N:47][CH:48]=1, predict the reactants needed to synthesize it. (2) Given the product [Cl:22][C:23]1[CH:24]=[CH:25][C:26]2[NH:32][C:4](=[O:6])[CH:3]([CH2:7][C:8]3[CH:13]=[CH:12][CH:11]=[CH:10][C:9]=3[Cl:14])[NH:2][C:28](=[O:29])[C:27]=2[CH:34]=1, predict the reactants needed to synthesize it. The reactants are: Cl.[NH2:2][CH:3]([CH2:7][C:8]1[CH:13]=[CH:12][CH:11]=[CH:10][C:9]=1[Cl:14])[C:4]([OH:6])=O.C(N(CC)CC)C.[Cl:22][C:23]1[CH:34]=[C:27]2[C:28](OC(=O)[NH:32][C:26]2=[CH:25][CH:24]=1)=[O:29]. (3) Given the product [C:18]1([C:5]2[CH:6]=[C:7]3[C:8](=[O:9])[C:10]4[CH:17]=[CH:16][CH:15]=[CH:14][C:11]=4[CH:12]=[CH:1][C:2]3=[N:3][CH:4]=2)[CH:23]=[CH:22][CH:21]=[CH:20][CH:19]=1, predict the reactants needed to synthesize it. The reactants are: [CH3:1][C:2]1[C:7]([C:8]([C:10]2[CH:17]=[CH:16][CH:15]=[CH:14][C:11]=2[CH:12]=O)=[O:9])=[CH:6][C:5]([C:18]2[CH:23]=[CH:22][CH:21]=[CH:20][CH:19]=2)=[CH:4][N:3]=1.CO.[Li+].C[Si]([N-][Si](C)(C)C)(C)C. (4) Given the product [Cl:1][C:2]1[N:9]=[C:8]([Cl:10])[C:7]([Cl:11])=[CH:6][C:3]=1[C:4]([NH2:5])=[O:13], predict the reactants needed to synthesize it. The reactants are: [Cl:1][C:2]1[N:9]=[C:8]([Cl:10])[C:7]([Cl:11])=[CH:6][C:3]=1[C:4]#[N:5].S(=O)(=O)(O)[OH:13].